Dataset: Forward reaction prediction with 1.9M reactions from USPTO patents (1976-2016). Task: Predict the product of the given reaction. (1) Given the reactants [C:1]([C:5]1[N:6]=[C:7]2[CH:12]=[C:11]([C:13]([O:15]CCC)=[O:14])[N:10]=[CH:9][N:8]2[C:19]=1[CH2:20][CH:21]1[CH2:26][CH2:25][CH2:24][CH2:23][CH2:22]1)([CH3:4])([CH3:3])[CH3:2].[OH-].[Li+].Cl, predict the reaction product. The product is: [C:1]([C:5]1[N:6]=[C:7]2[CH:12]=[C:11]([C:13]([OH:15])=[O:14])[N:10]=[CH:9][N:8]2[C:19]=1[CH2:20][CH:21]1[CH2:22][CH2:23][CH2:24][CH2:25][CH2:26]1)([CH3:4])([CH3:2])[CH3:3]. (2) Given the reactants [H-].[Na+].[CH3:3][CH:4]([CH2:13][CH2:14][CH2:15][CH:16]([CH3:18])[CH3:17])[CH2:5][CH2:6][O:7][CH2:8][CH2:9][CH2:10][CH2:11]Br.[NH:19]1[CH:23]=[CH:22][N:21]=[CH:20]1, predict the reaction product. The product is: [CH3:3][CH:4]([CH2:13][CH2:14][CH2:15][CH:16]([CH3:18])[CH3:17])[CH2:5][CH2:6][O:7][CH2:8][CH2:9][CH2:10][CH2:11][N:19]1[CH:23]=[CH:22][N:21]=[CH:20]1. (3) Given the reactants C(OC([O:11][C:12]1([CH2:47][CH3:48])[C:17]2[CH:18]=[C:19]3[N:27]([C:28](=[O:29])[C:16]=2[CH2:15][O:14][C:13]1=[O:46])[CH2:26][C:25]1[C:24]([CH2:30][CH2:31][Si:32]([CH3:41])([CH3:40])[CH2:33][CH2:34][CH2:35][O:36][C:37](=[O:39])[CH3:38])=[C:23]2[CH:42]=[CH:43][CH:44]=[CH:45][C:22]2=[N:21][C:20]3=1)=O)C1C=CC=CC=1.[H][H], predict the reaction product. The product is: [CH2:47]([C:12]1([OH:11])[C:17]2[CH:18]=[C:19]3[N:27]([C:28](=[O:29])[C:16]=2[CH2:15][O:14][C:13]1=[O:46])[CH2:26][C:25]1[C:24]([CH2:30][CH2:31][Si:32]([CH3:40])([CH3:41])[CH2:33][CH2:34][CH2:35][O:36][C:37](=[O:39])[CH3:38])=[C:23]2[CH:42]=[CH:43][CH:44]=[CH:45][C:22]2=[N:21][C:20]3=1)[CH3:48]. (4) Given the reactants Cl.[F:2][C:3]1[CH:4]=[N:5][CH:6]=[CH:7][C:8]=1[C:9]1[C:10](=[O:16])[NH:11][C:12](=[O:15])[NH:13][CH:14]=1.C([O-])([O-])=O.[K+].[K+].Br[CH2:24][CH2:25][CH:26]([O:29][CH3:30])[O:27][CH3:28].C(OCC)(=O)C, predict the reaction product. The product is: [CH3:28][O:27][CH:26]([O:29][CH3:30])[CH2:25][CH2:24][N:13]1[CH:14]=[C:9]([C:8]2[CH:7]=[CH:6][N:5]=[CH:4][C:3]=2[F:2])[C:10](=[O:16])[NH:11][C:12]1=[O:15]. (5) The product is: [Br:1][C:2]1[CH:9]=[CH:8][C:5]([CH:6]([OH:7])[C:15]([F:18])([F:17])[F:16])=[C:4]([CH3:10])[CH:3]=1. Given the reactants [Br:1][C:2]1[CH:9]=[CH:8][C:5]([CH:6]=[O:7])=[C:4]([CH3:10])[CH:3]=1.[Si]([C:15]([F:18])([F:17])[F:16])(C)(C)C.CCCC[N+](CCCC)(CCCC)CCCC.[F-], predict the reaction product.